From a dataset of Full USPTO retrosynthesis dataset with 1.9M reactions from patents (1976-2016). Predict the reactants needed to synthesize the given product. (1) Given the product [Br:49][CH2:50][C:51]1[CH:52]=[CH:53][C:54]([CH2:57][C:58]([NH:60][C:61]([NH:46][C:45]2[CH:47]=[CH:48][C:42]([O:41][C:32]3[C:31]4[C:36](=[CH:37][C:38]([O:39][CH3:40])=[C:29]([O:28][CH3:27])[CH:30]=4)[N:35]=[CH:34][CH:33]=3)=[CH:43][CH:44]=2)=[S:62])=[O:59])=[CH:55][CH:56]=1, predict the reactants needed to synthesize it. The reactants are: S(Cl)(Cl)=O.BrCC1C=CC(C(O)=O)=CC=1.BrCC1C=CC(C(Cl)=O)=CC=1.[CH3:27][O:28][C:29]1[CH:30]=[C:31]2[C:36](=[CH:37][C:38]=1[O:39][CH3:40])[N:35]=[CH:34][CH:33]=[C:32]2[O:41][C:42]1[CH:48]=[CH:47][C:45]([NH2:46])=[CH:44][CH:43]=1.[Br:49][CH2:50][C:51]1[CH:56]=[CH:55][C:54]([CH2:57][C:58]([N:60]=[C:61]=[S:62])=[O:59])=[CH:53][CH:52]=1. (2) Given the product [C:1]([O:5][C:6]([NH:8][C:9]1[CH:18]=[CH:17][C:12]([C:13]([OH:15])=[O:14])=[C:11]([OH:19])[CH:10]=1)=[O:7])([CH3:4])([CH3:2])[CH3:3], predict the reactants needed to synthesize it. The reactants are: [C:1]([O:5][C:6]([NH:8][C:9]1[CH:18]=[CH:17][C:12]([C:13]([O:15]C)=[O:14])=[C:11]([OH:19])[CH:10]=1)=[O:7])([CH3:4])([CH3:3])[CH3:2]. (3) The reactants are: Br[C:2]1[CH:3]=[C:4]2[N:10]([CH2:11][CH:12]3[CH2:17][CH2:16][C:15]([F:19])([F:18])[CH2:14][CH2:13]3)[CH:9]=[C:8]([C:20]3[CH:21]=[N:22][N:23]([CH2:25][C:26]([F:29])([F:28])[F:27])[CH:24]=3)[C:5]2=[N:6][CH:7]=1.[CH3:30][C:31]1([CH3:47])[C:35]([CH3:37])([CH3:36])[O:34][B:33]([B:33]2[O:34][C:35]([CH3:37])([CH3:36])[C:31]([CH3:47])([CH3:30])[O:32]2)[O:32]1.C([O-])(=O)C.[K+].Cl. Given the product [F:18][C:15]1([F:19])[CH2:16][CH2:17][CH:12]([CH2:11][N:10]2[C:4]3[C:5](=[N:6][CH:7]=[C:2]([B:33]4[O:34][C:35]([CH3:37])([CH3:36])[C:31]([CH3:47])([CH3:30])[O:32]4)[CH:3]=3)[C:8]([C:20]3[CH:21]=[N:22][N:23]([CH2:25][C:26]([F:29])([F:28])[F:27])[CH:24]=3)=[CH:9]2)[CH2:13][CH2:14]1, predict the reactants needed to synthesize it. (4) The reactants are: [Cl:1][CH2:2][C@H:3]1[C:11]2[C:10]3[CH:12]=[CH:13][CH:14]=[CH:15][C:9]=3[C:8]([O:16][CH2:17][C:18]3[CH:23]=[CH:22][C:21]([NH:24][C:25](=[O:38])[CH2:26][CH2:27][CH2:28][CH2:29][CH2:30][N:31]4[C:35](=[O:36])[CH:34]=[CH:33][C:32]4=[O:37])=[CH:20][CH:19]=3)=[CH:7][C:6]=2[N:5]([C:39](=[O:71])[CH2:40][CH2:41][CH2:42][CH2:43][CH2:44][O:45][C:46]2[C:47]([O:69][CH3:70])=[CH:48][C:49]3[C:55](=[O:56])[N:54]4[CH2:57][CH2:58][CH2:59][CH:53]4[C@H:52](O)[N:51](C(OC(C)(C)C)=O)[C:50]=3[CH:68]=2)[CH2:4]1.C(O)(C(F)(F)F)=O.C([O-])(O)=O.[Na+]. Given the product [Cl:1][CH2:2][C@H:3]1[C:11]2[C:10]3[CH:12]=[CH:13][CH:14]=[CH:15][C:9]=3[C:8]([O:16][CH2:17][C:18]3[CH:19]=[CH:20][C:21]([NH:24][C:25](=[O:38])[CH2:26][CH2:27][CH2:28][CH2:29][CH2:30][N:31]4[C:32](=[O:37])[CH:33]=[CH:34][C:35]4=[O:36])=[CH:22][CH:23]=3)=[CH:7][C:6]=2[N:5]([C:39](=[O:71])[CH2:40][CH2:41][CH2:42][CH2:43][CH2:44][O:45][C:46]2[C:47]([O:69][CH3:70])=[CH:48][C:49]3[C:55](=[O:56])[N:54]4[CH2:57][CH2:58][CH2:59][C@H:53]4[CH:52]=[N:51][C:50]=3[CH:68]=2)[CH2:4]1, predict the reactants needed to synthesize it.